Regression. Given a peptide amino acid sequence and an MHC pseudo amino acid sequence, predict their binding affinity value. This is MHC class I binding data. From a dataset of Peptide-MHC class I binding affinity with 185,985 pairs from IEDB/IMGT. (1) The peptide sequence is WFHISCLTF. The MHC is Patr-A0701 with pseudo-sequence Patr-A0701. The binding affinity (normalized) is 0.252. (2) The peptide sequence is RLAKLTEAI. The MHC is HLA-B27:05 with pseudo-sequence HLA-B27:05. The binding affinity (normalized) is 0.0847. (3) The peptide sequence is ETWNRQDLLV. The MHC is HLA-A68:02 with pseudo-sequence HLA-A68:02. The binding affinity (normalized) is 0.738.